This data is from Experimentally validated miRNA-target interactions with 360,000+ pairs, plus equal number of negative samples. The task is: Binary Classification. Given a miRNA mature sequence and a target amino acid sequence, predict their likelihood of interaction. (1) The miRNA is hsa-miR-575 with sequence GAGCCAGUUGGACAGGAGC. The protein sequence of the target gene is MAEASSDPGAEEREELLGPTAQWSVEDEEEAVHEQCQHERDRQLQAQDEEGGGHVPERPKQEMLLSLKPSEAPELDEDEGFGDWSQRPEQRQQHEGAQGALDSGEPPQCRSPEGEQEDRPGLHAYEKEDSDEVHLEELSLSKEGPGPEDTVQDNLGAAGAEEEQEEHQKCQQPRTPSPLVLEGTIEQSSPPLSPTTKLIDRTESLNRSIEKSNSVKKSQPDLPISKIDQWLEQYTQAIETAGRTPKLARQASIELPSMAVASTKSRWETGEVQAQSAAKTPSCKDIVAGDMSKKSLWEQK.... Result: 1 (interaction). (2) The miRNA is hsa-miR-96-3p with sequence AAUCAUGUGCAGUGCCAAUAUG. The protein sequence of the target gene is MARSLCPGAWLRKPYYLQARFSYVRMKYLFFSWLVVFVGSWIIYVQYSTYTELCRGKDCKKIICDKYKTGVIDGPACNSLCVTETLYFGKCLSTKPNNQMYLGIWDNLPGVVKCQMEQALHLDFGTELEPRKEIVLFDKPTRGTTVQKFKEMVYSLFKAKLGDQGNLSELVNLILTVADGDKDGQVSLGEAKSAWALLQLNEFLLMVILQDKEHTPKLMGFCGDLYVMESVEYTSLYGISLPWVIELFIPSGFRRSMDQLFTPSWPRKAKIAIGLLEFVEDVFHGPYGNFLMCDTSAKNL.... Result: 0 (no interaction). (3) The miRNA is hsa-miR-7846-3p with sequence CAGCGGAGCCUGGAGAGAAGG. The protein sequence of the target gene is MDPNCSCAAGVSCTCAGSCKCKECKCTSCKKSCCSCCPVGCSKCAQGCVCKGASEKCSCCD. Result: 0 (no interaction).